This data is from Reaction yield outcomes from USPTO patents with 853,638 reactions. The task is: Predict the reaction yield, written as a fraction of the theoretical maximum amount of product (1.0 means a 100% yield; for example, 0.34 means a 34% yield). (1) The reactants are [NH2:1][C:2]1[C:3]([C:9]#[C:10][C:11]2[CH:16]=[CH:15][N:14]=[C:13]([NH:17][C:18](=[O:20])[CH3:19])[CH:12]=2)=[N:4][CH:5]=[C:6]([Br:8])[CH:7]=1.CCN(CC)CC.[F:28][C:29]([F:40])([F:39])[C:30](O[C:30](=[O:31])[C:29]([F:40])([F:39])[F:28])=[O:31].P([O-])([O-])([O-])=O. The catalyst is C(Cl)Cl. The product is [C:18]([NH:17][C:13]1[CH:12]=[C:11]([C:10]#[C:9][C:3]2[C:2]([NH:1][C:30](=[O:31])[C:29]([F:40])([F:39])[F:28])=[CH:7][C:6]([Br:8])=[CH:5][N:4]=2)[CH:16]=[CH:15][N:14]=1)(=[O:20])[CH3:19]. The yield is 0.540. (2) The reactants are [Br:1][C:2]1[CH:3]=[C:4]([CH:7]=[C:8]([N+:11]([O-])=O)[C:9]=1[OH:10])[C:5]#[N:6].C.NN. The catalyst is CO.[Fe](Cl)(Cl)Cl. The product is [NH2:11][C:8]1[CH:7]=[C:4]([CH:3]=[C:2]([Br:1])[C:9]=1[OH:10])[C:5]#[N:6]. The yield is 0.550. (3) The reactants are [CH3:1][C:2]1[O:6][N:5]=[C:4]([C:7]2[CH:12]=[CH:11][CH:10]=[CH:9][CH:8]=2)[C:3]=1[CH2:13][O:14][C:15]1[CH:23]=[CH:22][C:18]([C:19]([OH:21])=O)=[CH:17][N:16]=1.[NH2:24][CH:25]([CH2:28][OH:29])[CH2:26][OH:27]. No catalyst specified. The product is [OH:27][CH2:26][CH:25]([NH:24][C:19](=[O:21])[C:18]1[CH:22]=[CH:23][C:15]([O:14][CH2:13][C:3]2[C:4]([C:7]3[CH:8]=[CH:9][CH:10]=[CH:11][CH:12]=3)=[N:5][O:6][C:2]=2[CH3:1])=[N:16][CH:17]=1)[CH2:28][OH:29]. The yield is 0.870. (4) The reactants are C([N:8]1[CH2:13][CH2:12][N:11]([CH2:14][CH2:15][C:16]2[CH:21]=[CH:20][N:19]=[CH:18][C:17]=2[F:22])[CH2:10][CH2:9]1)(OC(C)(C)C)=O.[ClH:23]. The catalyst is CO.C1(OC)C=CC=CC=1.C(OCC)C. The product is [ClH:23].[ClH:23].[ClH:23].[F:22][C:17]1[CH:18]=[N:19][CH:20]=[CH:21][C:16]=1[CH2:15][CH2:14][N:11]1[CH2:12][CH2:13][NH:8][CH2:9][CH2:10]1. The yield is 0.840. (5) The reactants are [NH2:1][C:2]1[C:3](Cl)=[N:4][CH:5]=[CH:6][CH:7]=1.COC.C1(P(C2C=CC=CC=2)C2C=CC=CC=2)C=CC=CC=1.C(=O)([O-])[O-].[Na+].[Na+].[CH:37]([C:39]1[CH:44]=[CH:43][CH:42]=[CH:41][C:40]=1B(O)O)=O. The catalyst is C([O-])(=O)C.[Pd+2].C([O-])(=O)C. The product is [N:1]1[CH:2]=[CH:7][CH:6]=[C:5]2[C:37]=1[C:39]1[CH:44]=[CH:43][CH:42]=[CH:41][C:40]=1[CH:3]=[N:4]2. The yield is 0.510.